Dataset: Forward reaction prediction with 1.9M reactions from USPTO patents (1976-2016). Task: Predict the product of the given reaction. (1) The product is: [C:29]([O:28][C:26]([N:10]([CH2:11][C:12]1[N:17]2[CH:18]=[CH:19][N:20]=[C:16]2[CH:15]=[CH:14][CH:13]=1)[CH2:9][CH2:8][CH2:7][CH2:6][NH:5][C:3](=[O:4])[C:2]([F:1])([F:25])[C:21]([F:23])([F:24])[F:22])=[O:27])([CH3:32])([CH3:31])[CH3:30]. Given the reactants [F:1][C:2]([F:25])([C:21]([F:24])([F:23])[F:22])[C:3]([NH:5][CH2:6][CH2:7][CH2:8][CH2:9][NH:10][CH2:11][C:12]1[N:17]2[CH:18]=[CH:19][N:20]=[C:16]2[CH:15]=[CH:14][CH:13]=1)=[O:4].[C:26](O[C:26]([O:28][C:29]([CH3:32])([CH3:31])[CH3:30])=[O:27])([O:28][C:29]([CH3:32])([CH3:31])[CH3:30])=[O:27], predict the reaction product. (2) The product is: [C:26]([C:14]1[CH:15]=[C:16]2[C:21](=[CH:22][C:13]=1[O:12][C:11]1[CH:10]=[CH:9][C:8]([C:6]([OH:5])=[O:7])=[CH:29][CH:28]=1)[O:20][CH2:19][CH2:18][CH:17]2[C:23]([O:25][CH3:31])=[O:24])#[N:27]. Given the reactants C([O:5][C:6]([C:8]1[CH:29]=[CH:28][C:11]([O:12][C:13]2[CH:22]=[C:21]3[C:16]([CH:17]([C:23]([O-:25])=[O:24])[CH2:18][CH2:19][O:20]3)=[CH:15][C:14]=2[C:26]#[N:27])=[CH:10][CH:9]=1)=[O:7])(C)(C)C.F[C:31](F)(F)C(O)=O, predict the reaction product.